The task is: Predict the reaction yield, written as a fraction of the theoretical maximum amount of product (1.0 means a 100% yield; for example, 0.34 means a 34% yield).. This data is from Reaction yield outcomes from USPTO patents with 853,638 reactions. (1) The reactants are [NH2:1][C:2]1[C:3]([CH3:13])=[C:4]([CH:9]=[C:10]([Br:12])[CH:11]=1)[C:5]([O:7][CH3:8])=[O:6].[C:14]([OH:17])(=O)[CH3:15].C(O[BH-](O[C:28](=O)[CH3:29])OC(=O)C)(=O)C.[Na+].[C:32](=O)(O)[O-].[Na+]. The yield is 0.690. The catalyst is ClC(Cl)C. The product is [Br:12][C:10]1[CH:11]=[C:2]([NH:1][CH:32]2[CH2:15][CH2:14][O:17][CH2:29][CH2:28]2)[C:3]([CH3:13])=[C:4]([CH:9]=1)[C:5]([O:7][CH3:8])=[O:6]. (2) The reactants are [CH3:1][C:2]1[N:7]=[C:6]([C:8]([F:11])([F:10])[F:9])[N:5]=[C:4]([N:12]2[CH2:17][CH2:16][N:15]([CH2:18][CH2:19][CH2:20][CH2:21][NH2:22])[CH2:14][CH2:13]2)[CH:3]=1.C1N=CN([C:28](N2C=NC=C2)=[O:29])C=1.[C:35]1([N:41]2[CH2:46][CH2:45][NH:44][CH2:43][CH2:42]2)[CH:40]=[CH:39][CH:38]=[CH:37][CH:36]=1. The catalyst is C(Cl)(Cl)Cl.CO. The product is [CH3:1][C:2]1[N:7]=[C:6]([C:8]([F:10])([F:9])[F:11])[N:5]=[C:4]([N:12]2[CH2:17][CH2:16][N:15]([CH2:18][CH2:19][CH2:20][CH2:21][NH:22][C:28]([N:44]3[CH2:45][CH2:46][N:41]([C:35]4[CH:40]=[CH:39][CH:38]=[CH:37][CH:36]=4)[CH2:42][CH2:43]3)=[O:29])[CH2:14][CH2:13]2)[CH:3]=1. The yield is 0.360. (3) The reactants are [CH3:1][C:2](=[O:7])[CH2:3][C:4](=[O:6])[CH3:5].[C:8]1([CH2:14][CH2:15][CH2:16]I)[CH:13]=[CH:12][CH:11]=[CH:10][CH:9]=1.C(=O)([O-])[O-].[K+].[K+]. The catalyst is CC(C)=O. The product is [C:8]1([CH2:14][CH2:15][CH2:16][CH:3]([C:2](=[O:7])[CH3:1])[C:4](=[O:6])[CH3:5])[CH:13]=[CH:12][CH:11]=[CH:10][CH:9]=1. The yield is 0.420. (4) The reactants are [NH2:1][C:2]1[C:3]([Cl:26])=[N:4][C:5]([CH3:25])=[CH:6][C:7]=1[NH:8][C:9]1[CH:14]=[CH:13][C:12]([CH2:15][CH2:16][NH:17][C:18](=[O:24])[O:19][C:20]([CH3:23])([CH3:22])[CH3:21])=[CH:11][CH:10]=1.[C:27](Cl)(=O)[CH2:28][CH3:29].O.C1(C)C=CC(S(O)(=O)=O)=CC=1. The catalyst is C1(C)C=CC=CC=1.ClCCl.C(OCC)(=O)C. The product is [Cl:26][C:3]1[C:2]2[N:1]=[C:27]([CH2:28][CH3:29])[N:8]([C:9]3[CH:10]=[CH:11][C:12]([CH2:15][CH2:16][NH:17][C:18](=[O:24])[O:19][C:20]([CH3:22])([CH3:23])[CH3:21])=[CH:13][CH:14]=3)[C:7]=2[CH:6]=[C:5]([CH3:25])[N:4]=1. The yield is 0.340. (5) The reactants are C([N:8]1[CH2:12][CH2:11][CH:10]([O:13][C:14]2[CH:19]=[CH:18][CH:17]=[C:16]([C:20]([F:23])([F:22])[F:21])[CH:15]=2)[CH2:9]1)C1C=CC=CC=1.C(N1CCC(O)C1)C1C=CC=CC=1. The product is [F:23][C:20]([F:21])([F:22])[C:16]1[CH:15]=[C:14]([CH:19]=[CH:18][CH:17]=1)[O:13][CH:10]1[CH2:11][CH2:12][NH:8][CH2:9]1. The yield is 0.859. The catalyst is CO.[OH-].[OH-].[Pd+2]. (6) The reactants are Cl[C:2]1[CH:11]=[CH:10][N:9]=[C:8]2[C:3]=1[C:4]1[CH:16]=[CH:15][CH:14]=[CH:13][C:5]=1[C:6](=[O:12])[NH:7]2.[Cl:17][C:18]1[CH:24]=[CH:23][C:21]([NH2:22])=[C:20]([F:25])[CH:19]=1. No catalyst specified. The product is [Cl:17][C:18]1[CH:24]=[CH:23][C:21]([NH:22][C:2]2[CH:11]=[CH:10][N:9]=[C:8]3[C:3]=2[C:4]2[CH:16]=[CH:15][CH:14]=[CH:13][C:5]=2[C:6](=[O:12])[NH:7]3)=[C:20]([F:25])[CH:19]=1. The yield is 0.790. (7) The reactants are [CH3:1][O:2][C:3]1[CH:8]=[CH:7][C:6]([NH:9][C:10]2[C:11](=O)[N:12]([CH2:22][C:23]3[CH:28]=[CH:27][N:26]=[CH:25][CH:24]=3)[C:13](=[O:21])[C:14]=2[C:15]2[CH:20]=[CH:19][CH:18]=[CH:17][CH:16]=2)=[CH:5][CH:4]=1.COC1C=CC(P2(SP(C3C=CC(OC)=CC=3)(=S)S2)=[S:39])=CC=1. The catalyst is C1(C)C=CC=CC=1. The product is [CH3:1][O:2][C:3]1[CH:8]=[CH:7][C:6]([NH:9][C:10]2[C:11](=[S:39])[N:12]([CH2:22][C:23]3[CH:28]=[CH:27][N:26]=[CH:25][CH:24]=3)[C:13](=[O:21])[C:14]=2[C:15]2[CH:20]=[CH:19][CH:18]=[CH:17][CH:16]=2)=[CH:5][CH:4]=1. The yield is 0.310.